Dataset: Reaction yield outcomes from USPTO patents with 853,638 reactions. Task: Predict the reaction yield, written as a fraction of the theoretical maximum amount of product (1.0 means a 100% yield; for example, 0.34 means a 34% yield). (1) The reactants are [CH3:1][O:2][C:3]([NH:5][CH:6]1[CH2:11][CH2:10][CH2:9][N:8]([CH:12]([CH3:16])[C:13]([OH:15])=O)[C:7]1=[O:17])=[O:4].CN(C(ON1N=NC2C=CC=NC1=2)=[N+](C)C)C.F[P-](F)(F)(F)(F)F.CN1CCOCC1.[CH3:49][O:50][C:51](=[O:85])[NH:52][CH:53]([C:57]([N:59]1[CH2:63][CH2:62][CH2:61][CH:60]1[C:64]1[NH:65][C:66]([C:69]2[CH:74]=[CH:73][C:72]([C:75]3[CH:80]=[CH:79][C:78]([C:81](=[O:84])[CH2:82][NH2:83])=[CH:77][CH:76]=3)=[CH:71][CH:70]=2)=[CH:67][N:68]=1)=[O:58])[CH:54]([CH3:56])[CH3:55]. The catalyst is CN(C)C=O. The product is [CH3:1][O:2][C:3](=[O:4])[NH:5][CH:6]1[CH2:11][CH2:10][CH2:9][N:8]([CH:12]([C:13](=[O:15])[NH:83][CH2:82][C:81]([C:78]2[CH:79]=[CH:80][C:75]([C:72]3[CH:71]=[CH:70][C:69]([C:66]4[NH:65][C:64]([CH:60]5[CH2:61][CH2:62][CH2:63][N:59]5[C:57](=[O:58])[CH:53]([NH:52][C:51]([O:50][CH3:49])=[O:85])[CH:54]([CH3:56])[CH3:55])=[N:68][CH:67]=4)=[CH:74][CH:73]=3)=[CH:76][CH:77]=2)=[O:84])[CH3:16])[C:7]1=[O:17]. The yield is 0.990. (2) The reactants are C[I:2].[CH3:3][N:4]([CH2:6][C:7]1[N:8]([CH2:12][CH3:13])[CH:9]=[CH:10][CH:11]=1)[CH3:5].[C:14](OCC)(=O)C. The catalyst is C(O)C. The product is [I-:2].[CH2:12]([N:8]1[CH:9]=[CH:10][CH:11]=[C:7]1[CH2:6][N+:4]([CH3:14])([CH3:3])[CH3:5])[CH3:13]. The yield is 0.660. (3) The reactants are [CH3:1][O:2][C:3](=[O:20])[C:4]1[CH:9]=[CH:8][C:7]([CH2:10][N:11]2[CH2:16][CH2:15][CH2:14][N:13]3[CH2:17][CH2:18][CH2:19][CH:12]23)=[CH:6][CH:5]=1.[H-].[Li+].[CH2:23](O)[CH2:24][CH2:25]C. No catalyst specified. The product is [CH2:1]([O:2][C:3](=[O:20])[C:4]1[CH:5]=[CH:6][C:7]([CH2:10][N:11]2[CH2:16][CH2:15][CH2:14][N:13]3[CH2:17][CH2:18][CH2:19][CH:12]23)=[CH:8][CH:9]=1)[CH2:23][CH2:24][CH3:25]. The yield is 0.460. (4) The yield is 0.890. The product is [Br:1][C:2]1[CH:3]=[C:4]2[C:15](=[CH:16][CH:17]=1)[O:14][C:7]1[C:8]([F:13])=[N:9][C:10]([Cl:12])=[CH:11][C:6]=1[C:5]2([NH:18][S:19]([C:21]([CH3:24])([CH3:23])[CH3:22])=[O:20])[CH2:25][CH2:26][OH:27]. The catalyst is C1COCC1. The reactants are [Br:1][C:2]1[CH:3]=[C:4]2[C:15](=[CH:16][CH:17]=1)[O:14][C:7]1[C:8]([F:13])=[N:9][C:10]([Cl:12])=[CH:11][C:6]=1[C:5]2([CH2:25][C:26](OC(C)(C)C)=[O:27])[NH:18][S:19]([C:21]([CH3:24])([CH3:23])[CH3:22])=[O:20].[H-].C([Al+]CC(C)C)C(C)C. (5) The reactants are [F:1][C:2]1([F:17])[O:6][C:5]2[CH:7]=[CH:8][C:9]([C:11]3([C:14](O)=[O:15])[CH2:13][CH2:12]3)=[CH:10][C:4]=2[O:3]1.S(Cl)([Cl:20])=O. The catalyst is CN(C)C=O. The product is [F:1][C:2]1([F:17])[O:6][C:5]2[CH:7]=[CH:8][C:9]([C:11]3([C:14]([Cl:20])=[O:15])[CH2:13][CH2:12]3)=[CH:10][C:4]=2[O:3]1. The yield is 0.830. (6) The reactants are [C:1]([NH:5][C:6]([C:8]1[C:12]2=[N:13][C:14]([C:17]3[CH:25]=[CH:24][CH:23]=[C:22]4[C:18]=3[CH:19]=[N:20][NH:21]4)=[CH:15][N:16]=[C:11]2[N:10]([C:26]([C:39]2[CH:44]=[CH:43][CH:42]=[CH:41][CH:40]=2)([C:33]2[CH:38]=[CH:37][CH:36]=[CH:35][CH:34]=2)[C:27]2[CH:32]=[CH:31][CH:30]=[CH:29][CH:28]=2)[CH:9]=1)=[O:7])([CH3:4])([CH3:3])[CH3:2].[CH3:45]C([O-])(C)C.[K+].IC. The catalyst is C1COCC1. The product is [C:1]([NH:5][C:6]([C:8]1[C:12]2=[N:13][C:14]([C:17]3[CH:25]=[CH:24][CH:23]=[C:22]4[C:18]=3[CH:19]=[N:20][N:21]4[CH3:45])=[CH:15][N:16]=[C:11]2[N:10]([C:26]([C:33]2[CH:34]=[CH:35][CH:36]=[CH:37][CH:38]=2)([C:27]2[CH:28]=[CH:29][CH:30]=[CH:31][CH:32]=2)[C:39]2[CH:44]=[CH:43][CH:42]=[CH:41][CH:40]=2)[CH:9]=1)=[O:7])([CH3:4])([CH3:2])[CH3:3]. The yield is 0.400. (7) The reactants are [CH2:1]([O:3][CH:4](O)[CH3:5])[CH3:2].N1C(C)=CC=CC=1C.[F:15][C:16]([F:29])([F:28])[S:17]([O:20]S(C(F)(F)F)(=O)=O)(=[O:19])=[O:18].[Cl-].[NH4+]. The catalyst is C(Cl)Cl. The product is [O:20]([CH2:2][CH2:1][O:3][CH2:4][CH3:5])[S:17]([C:16]([F:29])([F:28])[F:15])(=[O:19])=[O:18]. The yield is 0.676. (8) The reactants are [Cl:1][C:2]1[CH:3]=[C:4]([CH:8]2[C:12]([C:15]3[CH:20]=[CH:19][C:18]([Cl:21])=[CH:17][CH:16]=3)([C:13]#[N:14])[CH:11]([CH2:22][C:23]([CH3:26])([CH3:25])[CH3:24])[NH:10][CH:9]2[C:27](O)=[O:28])[CH:5]=[CH:6][CH:7]=1.[NH2:30][CH2:31][CH:32]([CH2:35][OH:36])[CH2:33][OH:34].CN(C(ON1N=NC2C=CC=NC1=2)=[N+](C)C)C.F[P-](F)(F)(F)(F)F.CCN(C(C)C)C(C)C. The catalyst is C(Cl)Cl. The product is [OH:34][CH2:33][CH:32]([CH2:35][OH:36])[CH2:31][NH:30][C:27]([CH:9]1[CH:8]([C:4]2[CH:5]=[CH:6][CH:7]=[C:2]([Cl:1])[CH:3]=2)[C:12]([C:15]2[CH:20]=[CH:19][C:18]([Cl:21])=[CH:17][CH:16]=2)([C:13]#[N:14])[CH:11]([CH2:22][C:23]([CH3:25])([CH3:24])[CH3:26])[NH:10]1)=[O:28]. The yield is 0.309.